This data is from Full USPTO retrosynthesis dataset with 1.9M reactions from patents (1976-2016). The task is: Predict the reactants needed to synthesize the given product. Given the product [C:25]([N:28]1[C:37]2[C:32](=[CH:33][C:34]([NH:38][C:57](=[O:58])[C:56]3[CH:60]=[CH:61][CH:62]=[CH:63][C:55]=3[NH:54][C:48]3[CH:53]=[CH:52][CH:51]=[CH:50][CH:49]=3)=[CH:35][CH:36]=2)[C:31]([C:40]2[CH:45]=[CH:44][CH:43]=[CH:42][CH:41]=2)([CH3:39])[CH2:30][C:29]1([CH3:47])[CH3:46])(=[O:27])[CH3:26], predict the reactants needed to synthesize it. The reactants are: CN(C(ON1N=NC2C=CC=NC1=2)=[N+](C)C)C.F[P-](F)(F)(F)(F)F.[C:25]([N:28]1[C:37]2[C:32](=[CH:33][C:34]([NH2:38])=[CH:35][CH:36]=2)[C:31]([C:40]2[CH:45]=[CH:44][CH:43]=[CH:42][CH:41]=2)([CH3:39])[CH2:30][C:29]1([CH3:47])[CH3:46])(=[O:27])[CH3:26].[C:48]1([NH:54][C:55]2[C:56](=[CH:60][CH:61]=[CH:62][CH:63]=2)[C:57](O)=[O:58])[CH:53]=[CH:52][CH:51]=[CH:50][CH:49]=1.C(N(CC)C(C)C)(C)C.